This data is from Full USPTO retrosynthesis dataset with 1.9M reactions from patents (1976-2016). The task is: Predict the reactants needed to synthesize the given product. (1) Given the product [CH2:13]([N:17]([CH2:18][CH:19]([CH3:21])[CH3:20])[C:10](=[O:12])[CH2:9][NH:8][C:1](=[O:2])[O:3][C:4]([CH3:5])([CH3:6])[CH3:7])[CH:14]([CH3:16])[CH3:15], predict the reactants needed to synthesize it. The reactants are: [C:1]([NH:8][CH2:9][C:10]([OH:12])=O)([O:3][C:4]([CH3:7])([CH3:6])[CH3:5])=[O:2].[CH2:13]([NH:17][CH2:18][CH:19]([CH3:21])[CH3:20])[CH:14]([CH3:16])[CH3:15].CCN(C(C)C)C(C)C.CN(C(ON1N=NC2C=CC=CC1=2)=[N+](C)C)C.[B-](F)(F)(F)F. (2) Given the product [C:1]([O:12][CH2:11][C:10]1[O:13][C:7]([CH2:6][O:5][CH2:1][CH2:2][CH2:3][CH3:4])=[CH:8][CH:9]=1)(=[O:5])[CH:2]=[CH2:3], predict the reactants needed to synthesize it. The reactants are: [CH2:1]([O:5][CH2:6][C:7]1[O:13][C:10]([CH2:11][OH:12])=[CH:9][CH:8]=1)[CH2:2][CH2:3][CH3:4]. (3) The reactants are: [Cl:1][C:2]1[CH:7]=[CH:6][C:5](B(O)O)=[CH:4][CH:3]=1.C(=O)([O-])[O-].[K+].[K+].Br[C:18]1[CH:26]=[C:25]2[C:21]([C:22]([NH:35][C:36](=[O:40])[CH2:37][CH2:38][CH3:39])=[N:23][N:24]2[CH2:27][O:28][CH2:29][CH2:30][Si:31]([CH3:34])([CH3:33])[CH3:32])=[CH:20][CH:19]=1. Given the product [Cl:1][C:2]1[CH:7]=[CH:6][C:5]([C:18]2[CH:26]=[C:25]3[C:21]([C:22]([NH:35][C:36](=[O:40])[CH2:37][CH2:38][CH3:39])=[N:23][N:24]3[CH2:27][O:28][CH2:29][CH2:30][Si:31]([CH3:34])([CH3:32])[CH3:33])=[CH:20][CH:19]=2)=[CH:4][CH:3]=1, predict the reactants needed to synthesize it. (4) The reactants are: Br[C:2]1[N:3]=[C:4]([S:11][CH3:12])[C:5]2[N:6]([CH:8]=[CH:9][N:10]=2)[CH:7]=1.C(=O)([O-])[O-].[K+].[K+].[C:19]1(B(O)O)[CH:24]=[CH:23][CH:22]=[CH:21][CH:20]=1. Given the product [CH3:12][S:11][C:4]1[C:5]2[N:6]([CH:8]=[CH:9][N:10]=2)[CH:7]=[C:2]([C:19]2[CH:24]=[CH:23][CH:22]=[CH:21][CH:20]=2)[N:3]=1, predict the reactants needed to synthesize it. (5) Given the product [Br:1][C:2]1[CH:7]=[C:6]([CH3:8])[C:5]([NH:9][C:10]2[N:14]([CH3:15])[C:13]3[C:16]([C:20]([OH:22])=[O:21])=[CH:17][CH:18]=[CH:19][C:12]=3[N:11]=2)=[C:4]([O:24][CH3:25])[CH:3]=1, predict the reactants needed to synthesize it. The reactants are: [Br:1][C:2]1[CH:7]=[C:6]([CH3:8])[C:5]([NH:9][C:10]2[N:14]([CH3:15])[C:13]3[C:16]([C:20]([O:22]C)=[O:21])=[CH:17][CH:18]=[CH:19][C:12]=3[N:11]=2)=[C:4]([O:24][CH3:25])[CH:3]=1.O.[OH-].[Li+]. (6) Given the product [Cl:18][C:19]1[CH:20]=[CH:21][C:22](/[C:25](=[N:1]\[C:4]2[CH:5]=[C:6]([O:16][CH3:17])[C:7]3[N:8]([C:10]([CH:13]([F:15])[F:14])=[N:11][N:12]=3)[CH:9]=2)/[C:26]([O:28][CH2:29][CH3:30])=[O:27])=[CH:23][CH:24]=1, predict the reactants needed to synthesize it. The reactants are: [N:1]([C:4]1[CH:5]=[C:6]([O:16][CH3:17])[C:7]2[N:8]([C:10]([CH:13]([F:15])[F:14])=[N:11][N:12]=2)[CH:9]=1)=[N+]=[N-].[Cl:18][C:19]1[CH:24]=[CH:23][C:22]([C:25](=O)[C:26]([O:28][CH2:29][CH3:30])=[O:27])=[CH:21][CH:20]=1.C1(P(C2C=CC=CC=2)C2C=CC=CC=2)C=CC=CC=1.C([O-])(O)=O.[Na+]. (7) Given the product [CH:1]1([CH2:4][O:5][C:6]2[CH:7]=[CH:8][C:9]([O:12][CH2:19][O:20][CH3:21])=[CH:10][N:11]=2)[CH2:2][CH2:3]1, predict the reactants needed to synthesize it. The reactants are: [CH:1]1([CH2:4][O:5][C:6]2[N:11]=[CH:10][C:9]([OH:12])=[CH:8][CH:7]=2)[CH2:3][CH2:2]1.C(=O)([O-])[O-].[K+].[K+].[CH3:19][O:20][CH2:21]Cl.O.